This data is from Acute oral toxicity (LD50) regression data from Zhu et al.. The task is: Regression/Classification. Given a drug SMILES string, predict its toxicity properties. Task type varies by dataset: regression for continuous values (e.g., LD50, hERG inhibition percentage) or binary classification for toxic/non-toxic outcomes (e.g., AMES mutagenicity, cardiotoxicity, hepatotoxicity). Dataset: ld50_zhu. (1) The compound is CC(C)=CCC1=C(O)C(C(=O)CC(C)C)=C(O)C(CC=C(C)C)(CC=C(C)C)C1=O. The rat oral LD50 is 3.62, given as -log10 of the dose in mol/kg body weight (higher means more acutely toxic). (2) The molecule is O=CC12CC=CCC1C1CC=CCC1O2. The rat oral LD50 is 1.91, given as -log10 of the dose in mol/kg body weight (higher means more acutely toxic). (3) The molecule is CC1(C)CC1CC1C(=O)N(c2ccccc2)N(c2ccccc2)C1=O. The rat oral LD50 is 2.62, given as -log10 of the dose in mol/kg body weight (higher means more acutely toxic). (4) The drug is C=C(C)CNCC. The rat oral LD50 is 3.30, given as -log10 of the dose in mol/kg body weight (higher means more acutely toxic). (5) The molecule is COc1cnc(C)s1. The rat oral LD50 is 2.01, given as -log10 of the dose in mol/kg body weight (higher means more acutely toxic).